Dataset: Forward reaction prediction with 1.9M reactions from USPTO patents (1976-2016). Task: Predict the product of the given reaction. (1) Given the reactants C([O:5][C:6]([CH:8]1[CH2:13][CH2:12][N:11]([C:14]2[C:27]([C:28]#[N:29])=[CH:26][C:17]([C:18]([O:20][CH2:21][C:22]([CH3:25])([CH3:24])[CH3:23])=[O:19])=[C:16]([CH3:30])[N:15]=2)[CH2:10][CH2:9]1)=[O:7])(C)(C)C.C(O)(C(F)(F)F)=O, predict the reaction product. The product is: [C:28]([C:27]1[C:14]([N:11]2[CH2:10][CH2:9][CH:8]([C:6]([OH:7])=[O:5])[CH2:13][CH2:12]2)=[N:15][C:16]([CH3:30])=[C:17]([C:18]([O:20][CH2:21][C:22]([CH3:24])([CH3:23])[CH3:25])=[O:19])[CH:26]=1)#[N:29]. (2) Given the reactants [CH:1]1([C:7]2[N:16]3[C:10]([CH2:11][C:12](=[O:36])[N:13]([CH2:21][C:22]([N:24]([CH:33]([CH3:35])[CH3:34])[C:25]4[CH:26]=N[C:28](OC)=[CH:29][CH:30]=4)=[O:23])[C:14]4[CH:20]=[CH:19][CH:18]=[CH:17][C:15]=43)=[N:9][N:8]=2)[CH2:6][CH2:5][CH2:4][CH2:3][CH2:2]1.[CH:37]1(C2N3C(CC(=O)NC4C=CC=CC=43)=NN=2)CCCCC1.BrCC(N(C(C)C)C1C=CC=CC=1)=O, predict the reaction product. The product is: [CH:1]1([C:7]2[N:16]3[C:10]([CH2:11][C:12](=[O:36])[N:13]([CH2:21][C:22]([N:24]([CH:33]([CH3:34])[CH3:35])[C:25]4[CH:30]=[CH:29][CH:28]=[CH:37][CH:26]=4)=[O:23])[C:14]4[CH:20]=[CH:19][CH:18]=[CH:17][C:15]=43)=[N:9][N:8]=2)[CH2:6][CH2:5][CH2:4][CH2:3][CH2:2]1. (3) The product is: [Br:1][C:2]1[CH:11]=[C:6]2[C:5](=[CH:4][CH:3]=1)[N:12]([CH2:21][C:22]1[CH:27]=[CH:26][C:25]([O:28][CH3:29])=[CH:24][CH:23]=1)[C:13](=[O:20])[C:14]([C:15]1[S:16][CH:17]=[CH:18][CH:19]=1)=[C:7]2[OH:8]. Given the reactants [Br:1][C:2]1[CH:3]=[CH:4][C:5]([N:12]([CH2:21][C:22]2[CH:27]=[CH:26][C:25]([O:28][CH3:29])=[CH:24][CH:23]=2)[C:13](=[O:20])[CH2:14][C:15]2[S:16][CH:17]=[CH:18][CH:19]=2)=[C:6]([CH:11]=1)[C:7](OC)=[O:8].CC(C)([O-])C.[K+].Cl, predict the reaction product. (4) Given the reactants [C:1]([C:3]1[CH:4]=[N:5][N:6]2[C:11](=[O:12])[C:10]([CH:13]([CH3:15])[CH3:14])=[C:9]([C:16]3[CH:17]=[N:18][N:19]([C:21]([CH3:30])([CH3:29])[C:22]([O:24]C(C)(C)C)=[O:23])[CH:20]=3)[NH:8][C:7]=12)#[N:2], predict the reaction product. The product is: [C:1]([C:3]1[CH:4]=[N:5][N:6]2[C:11](=[O:12])[C:10]([CH:13]([CH3:15])[CH3:14])=[C:9]([C:16]3[CH:17]=[N:18][N:19]([C:21]([CH3:30])([CH3:29])[C:22]([OH:24])=[O:23])[CH:20]=3)[NH:8][C:7]=12)#[N:2].